Dataset: Catalyst prediction with 721,799 reactions and 888 catalyst types from USPTO. Task: Predict which catalyst facilitates the given reaction. (1) Reactant: O/[N:2]=[CH:3]\[C:4]1[CH:5]=[C:6]([CH:14]=[C:15]([C:17]([F:20])([F:19])[F:18])[CH:16]=1)[C:7]([O:9][C:10]([CH3:13])([CH3:12])[CH3:11])=[O:8].[H][H]. Product: [NH2:2][CH2:3][C:4]1[CH:5]=[C:6]([CH:14]=[C:15]([C:17]([F:18])([F:19])[F:20])[CH:16]=1)[C:7]([O:9][C:10]([CH3:13])([CH3:12])[CH3:11])=[O:8]. The catalyst class is: 834. (2) Reactant: [Br:1][C:2]1[CH:7]=[CH:6][C:5]([N+:8]([O-:10])=[O:9])=[C:4](F)[CH:3]=1.[C:12]([NH2:16])([CH3:15])([CH3:14])[CH3:13]. Product: [Br:1][C:2]1[CH:7]=[CH:6][C:5]([N+:8]([O-:10])=[O:9])=[C:4]([NH:16][C:12]([CH3:15])([CH3:14])[CH3:13])[CH:3]=1. The catalyst class is: 14. (3) Reactant: [CH2:1]([O:8][C:9]([NH:11][C@@H:12]([CH2:16][C:17]1[CH:22]=[CH:21][C:20]([C:23]2[N:28]=[CH:27][C:26]([C:29]3[CH:34]=[CH:33][C:32]([O:35][CH2:36][CH2:37][CH2:38][CH2:39][CH2:40][CH2:41][CH3:42])=[CH:31][CH:30]=3)=[CH:25][N:24]=2)=[CH:19][CH:18]=1)[C:13](O)=[O:14])=[O:10])[C:2]1[CH:7]=[CH:6][CH:5]=[CH:4][CH:3]=1.Cl.[NH2:44][C@H:45]([CH3:53])[C:46]([O:48][C:49]([CH3:52])([CH3:51])[CH3:50])=[O:47].CN(C(ON1N=NC2C=CC=NC1=2)=[N+](C)C)C.F[P-](F)(F)(F)(F)F. Product: [CH2:1]([O:8][C:9]([NH:11][C@@H:12]([CH2:16][C:17]1[CH:22]=[CH:21][C:20]([C:23]2[N:24]=[CH:25][C:26]([C:29]3[CH:30]=[CH:31][C:32]([O:35][CH2:36][CH2:37][CH2:38][CH2:39][CH2:40][CH2:41][CH3:42])=[CH:33][CH:34]=3)=[CH:27][N:28]=2)=[CH:19][CH:18]=1)[C:13]([NH:44][C@@H:45]([C:46]([O:48][C:49]([CH3:52])([CH3:51])[CH3:50])=[O:47])[CH3:53])=[O:14])=[O:10])[C:2]1[CH:3]=[CH:4][CH:5]=[CH:6][CH:7]=1. The catalyst class is: 499. (4) Reactant: Br[C:2]1[C:10]2[S:9][CH:8]=[N:7][C:6]=2[CH:5]=[C:4]([N+:11]([O-:13])=[O:12])[CH:3]=1.[CH2:14]([Sn](CC)(CC)CC)[CH3:15]. Product: [CH2:14]([C:2]1[C:10]2[S:9][CH:8]=[N:7][C:6]=2[CH:5]=[C:4]([N+:11]([O-:13])=[O:12])[CH:3]=1)[CH3:15]. The catalyst class is: 25. (5) Reactant: [CH3:1][CH:2]1[CH2:7][CH2:6][CH2:5][N:4]([C:8]2[CH:13]=[CH:12][CH:11]=[CH:10][C:9]=2[N+:14]([O-])=O)[CH2:3]1. Product: [CH3:1][CH:2]1[CH2:7][CH2:6][CH2:5][N:4]([C:8]2[CH:13]=[CH:12][CH:11]=[CH:10][C:9]=2[NH2:14])[CH2:3]1. The catalyst class is: 696. (6) Reactant: [Cl:1][C:2]1[N:10]=[CH:9][CH:8]=[CH:7][C:3]=1[C:4](Cl)=[O:5].[F:11][C:12]([F:23])([F:22])[C:13]1[CH:14]=[C:15]([CH:19]=[CH:20][CH:21]=1)[CH:16]=[N:17][NH2:18].CCN(CC)CC. Product: [F:11][C:12]([F:22])([F:23])[C:13]1[CH:14]=[C:15]([CH:19]=[CH:20][CH:21]=1)[CH:16]=[N:17][NH:18][C:4]([C:3]1[C:2]([Cl:1])=[N:10][CH:9]=[CH:8][CH:7]=1)=[O:5]. The catalyst class is: 1.